Dataset: Reaction yield outcomes from USPTO patents with 853,638 reactions. Task: Predict the reaction yield, written as a fraction of the theoretical maximum amount of product (1.0 means a 100% yield; for example, 0.34 means a 34% yield). (1) The reactants are [H-].[Na+].[F:3][CH:4]([F:17])[C:5]1[C:13]2[C:12](=[O:14])[CH2:11][C:10]([CH3:16])([CH3:15])[CH2:9][C:8]=2[NH:7][N:6]=1.[Br:18][C:19]1[CH:26]=[C:25](F)[CH:24]=[CH:23][C:20]=1[C:21]#[N:22]. The catalyst is CS(C)=O.O. The product is [Br:18][C:19]1[CH:26]=[C:25]([N:7]2[C:8]3[CH2:9][C:10]([CH3:15])([CH3:16])[CH2:11][C:12](=[O:14])[C:13]=3[C:5]([CH:4]([F:3])[F:17])=[N:6]2)[CH:24]=[CH:23][C:20]=1[C:21]#[N:22]. The yield is 0.492. (2) The reactants are [Cl:1][C:2]1[CH:7]=[C:6]([Cl:8])[CH:5]=[CH:4][C:3]=1[CH2:9][CH2:10][O:11][C:12]1[CH:13]=[C:14]([CH:18]=[CH:19][C:20]=1[O:21][CH3:22])[C:15]([OH:17])=O.C(N1C=CN=C1)(N1C=CN=C1)=O.Cl.[NH2:36][CH2:37][CH:38]1[CH2:43][CH2:42][N:41]([C:44]([NH2:46])=[NH:45])[CH2:40][CH2:39]1.CS(C)=O. The catalyst is CN(C=O)C. The product is [C:44]([N:41]1[CH2:42][CH2:43][CH:38]([CH2:37][NH:36][C:15](=[O:17])[C:14]2[CH:18]=[CH:19][C:20]([O:21][CH3:22])=[C:12]([O:11][CH2:10][CH2:9][C:3]3[CH:4]=[CH:5][C:6]([Cl:8])=[CH:7][C:2]=3[Cl:1])[CH:13]=2)[CH2:39][CH2:40]1)(=[NH:45])[NH2:46]. The yield is 0.200. (3) The catalyst is C(O)C.N1CCCCC1. The yield is 0.460. The product is [CH3:18][C:19]1[CH:23]=[C:22]([CH3:24])[NH:21][C:20]=1[CH:25]=[C:10]1[C:9]2[C:13](=[CH:14][CH:15]=[CH:16][C:8]=2[C:4]2[CH:5]=[CH:6][CH:7]=[C:2]([F:1])[CH:3]=2)[NH:12][C:11]1=[O:17]. The reactants are [F:1][C:2]1[CH:3]=[C:4]([C:8]2[CH:16]=[CH:15][CH:14]=[C:13]3[C:9]=2[CH2:10][C:11](=[O:17])[NH:12]3)[CH:5]=[CH:6][CH:7]=1.[CH3:18][C:19]1[CH:23]=[C:22]([CH3:24])[NH:21][C:20]=1[CH:25]=O. (4) The reactants are [Br:1][C:2]1[CH:10]=[CH:9][C:5]([C:6](Cl)=[O:7])=[CH:4][CH:3]=1.Cl.[CH3:12][NH:13][CH3:14].C(N(CC)CC)C. The catalyst is C(Cl)Cl. The product is [Br:1][C:2]1[CH:10]=[CH:9][C:5]([C:6]([N:13]([CH3:14])[CH3:12])=[O:7])=[CH:4][CH:3]=1. The yield is 0.830. (5) The reactants are [CH3:1][C:2]1[O:6][N:5]=[C:4]([C:7]2[CH:12]=[CH:11][CH:10]=[CH:9][CH:8]=2)[C:3]=1[CH2:13][O:14][C:15]1[N:20]=[N:19][C:18]([C:21]([OH:23])=O)=[CH:17][CH:16]=1.[NH2:24][C:25]([CH3:29])([CH3:28])[CH2:26][OH:27]. No catalyst specified. The product is [OH:27][CH2:26][C:25]([NH:24][C:21]([C:18]1[N:19]=[N:20][C:15]([O:14][CH2:13][C:3]2[C:4]([C:7]3[CH:8]=[CH:9][CH:10]=[CH:11][CH:12]=3)=[N:5][O:6][C:2]=2[CH3:1])=[CH:16][CH:17]=1)=[O:23])([CH3:29])[CH3:28]. The yield is 0.820. (6) The reactants are [CH2:1]([C:5]1[N:9]([CH2:10][C:11]2[CH:16]=[CH:15][C:14]([C:17]3[CH:22]=[CH:21][CH:20]=[CH:19][C:18]=3[C:23]#[N:24])=[CH:13][CH:12]=2)[C:8](=[O:25])[C:7]2([CH2:29][CH2:28][CH2:27][CH2:26]2)[N:6]=1)[CH2:2][CH2:3][CH3:4].[N-:30]=[N+:31]=[N-:32].[Na+].Cl.C(N(CC)CC)C.[OH-].[Na+]. The catalyst is CN(C)C=O.O. The product is [CH3:4][CH2:3][CH2:2][CH2:1][C:5]1[N:9]([CH2:10][C:11]2[CH:16]=[CH:15][C:14]([C:17]3[CH:22]=[CH:21][CH:20]=[CH:19][C:18]=3[C:23]3[N:32]=[N:31][NH:30][N:24]=3)=[CH:13][CH:12]=2)[C:8](=[O:25])[C:7]2([CH2:26][CH2:27][CH2:28][CH2:29]2)[N:6]=1. The yield is 0.950. (7) The reactants are [Br:1][C:2]1[N:7]=[CH:6][C:5]([NH2:8])=[C:4](I)[CH:3]=1.[F:10][C:11]1[C:16](B(O)O)=[CH:15][CH:14]=[CH:13][N:12]=1. The catalyst is C(#N)C.[F-].[K+]. The product is [Br:1][C:2]1[N:7]=[CH:6][C:5]([NH2:8])=[C:4]([C:16]2[C:11]([F:10])=[N:12][CH:13]=[CH:14][CH:15]=2)[CH:3]=1. The yield is 0.390.